From a dataset of Reaction yield outcomes from USPTO patents with 853,638 reactions. Predict the reaction yield, written as a fraction of the theoretical maximum amount of product (1.0 means a 100% yield; for example, 0.34 means a 34% yield). (1) The reactants are C([O:5][C:6]([CH:8]1[CH:12]([C:13]2[CH:18]=[CH:17][CH:16]=[C:15]([Cl:19])[C:14]=2[F:20])[C:11]([C:23]2[CH:28]=[CH:27][C:26]([Cl:29])=[CH:25][C:24]=2[F:30])([C:21]#[N:22])[CH:10]([CH2:31][C:32]([CH3:35])([CH3:34])[CH3:33])[NH:9]1)=[O:7])(C)(C)C.[F:36][C:37]([F:42])([F:41])[C:38]([OH:40])=[O:39]. The catalyst is ClCCl. The product is [F:36][C:37]([F:42])([F:41])[C:38]([OH:40])=[O:39].[Cl:19][C:15]1[C:14]([F:20])=[C:13]([CH:12]2[C:11]([C:23]3[CH:28]=[CH:27][C:26]([Cl:29])=[CH:25][C:24]=3[F:30])([C:21]#[N:22])[CH:10]([CH2:31][C:32]([CH3:34])([CH3:35])[CH3:33])[NH:9][CH:8]2[C:6]([OH:7])=[O:5])[CH:18]=[CH:17][CH:16]=1. The yield is 1.00. (2) The catalyst is C(O)C.[Pd]. The yield is 0.980. The product is [C:35]([O:8][C:9]([N:11]1[CH2:15][C@H:14]([CH3:16])[C@H:13]([NH:17][C:18]2[C:19]3[N:20]([CH:27]=[C:28]([C:30]([O:32][CH2:33][CH3:34])=[O:31])[CH:29]=3)[N:21]=[CH:22][C:23]=2[C:24](=[O:26])[NH2:25])[CH2:12]1)=[O:10])([CH3:38])([CH3:37])[CH3:36]. The reactants are C([O:8][C:9]([N:11]1[CH2:15][C@H:14]([CH3:16])[C@H:13]([NH:17][C:18]2[C:19]3[N:20]([CH:27]=[C:28]([C:30]([O:32][CH2:33][CH3:34])=[O:31])[CH:29]=3)[N:21]=[CH:22][C:23]=2[C:24](=[O:26])[NH2:25])[CH2:12]1)=[O:10])C1C=CC=CC=1.[C:35](OC(OC(O[C:35]([CH3:38])([CH3:37])[CH3:36])=O)=O)([CH3:38])([CH3:37])[CH3:36].